From a dataset of Reaction yield outcomes from USPTO patents with 853,638 reactions. Predict the reaction yield, written as a fraction of the theoretical maximum amount of product (1.0 means a 100% yield; for example, 0.34 means a 34% yield). The reactants are F[C:2]1[C:3]([N+:8]([O-:10])=[O:9])=[N:4][CH:5]=[CH:6][CH:7]=1.[OH:11][CH2:12][C:13]1([NH:19][C:20](=[O:26])[O:21][C:22]([CH3:25])([CH3:24])[CH3:23])[CH2:18][CH2:17][NH:16][CH2:15][CH2:14]1.C(N(C(C)C)C(C)C)C. The catalyst is O1CCCC1. The product is [OH:11][CH2:12][C:13]1([NH:19][C:20](=[O:26])[O:21][C:22]([CH3:24])([CH3:23])[CH3:25])[CH2:14][CH2:15][N:16]([C:2]2[C:3]([N+:8]([O-:10])=[O:9])=[N:4][CH:5]=[CH:6][CH:7]=2)[CH2:17][CH2:18]1. The yield is 0.658.